This data is from Reaction yield outcomes from USPTO patents with 853,638 reactions. The task is: Predict the reaction yield, written as a fraction of the theoretical maximum amount of product (1.0 means a 100% yield; for example, 0.34 means a 34% yield). (1) The reactants are [OH-].[Na+].[CH2:3]([O:5][C:6]([C@@H:8]1[CH2:10][C@H:9]1[C:11]([O:13]CC)=[O:12])=[O:7])[CH3:4].O. The catalyst is C(O)C.CC(C)=O. The product is [CH2:3]([O:5][C:6]([C@@H:8]1[CH2:10][C@H:9]1[C:11]([OH:13])=[O:12])=[O:7])[CH3:4]. The yield is 0.887. (2) The reactants are [CH3:1][O:2][C:3]1[CH:4]=[C:5]2[C:10](=[CH:11][C:12]=1[O:13][CH3:14])[C:9](=O)[NH:8][CH:7]=[C:6]2[C:16]#[N:17].P(Br)(Br)([Br:20])=O.C(Cl)Cl. The catalyst is C1(OC)C=CC=CC=1. The product is [Br:20][C:9]1[C:10]2[C:5](=[CH:4][C:3]([O:2][CH3:1])=[C:12]([O:13][CH3:14])[CH:11]=2)[C:6]([C:16]#[N:17])=[CH:7][N:8]=1. The yield is 0.750. (3) The reactants are Br[C:2]1[CH:3]=[C:4]2[C:8](=[C:9]([CH2:11][CH3:12])[CH:10]=1)[NH:7][N:6]=[C:5]2[CH3:13].[H-].[Na+].C([Li])(C)(C)C.CCCCC.Cl.[C:27](=O)(O)[O-:28].[Na+]. The catalyst is CN(C)C=O.O1CCCC1. The product is [CH2:11]([C:9]1[CH:10]=[C:2]([CH:27]=[O:28])[CH:3]=[C:4]2[C:8]=1[NH:7][N:6]=[C:5]2[CH3:13])[CH3:12]. The yield is 0.670.